This data is from TCR-epitope binding with 47,182 pairs between 192 epitopes and 23,139 TCRs. The task is: Binary Classification. Given a T-cell receptor sequence (or CDR3 region) and an epitope sequence, predict whether binding occurs between them. (1) The epitope is LLQTGIHVRVSQPSL. The TCR CDR3 sequence is CASSSRPESSYEQYF. Result: 1 (the TCR binds to the epitope). (2) The epitope is RLQSLQTYV. The TCR CDR3 sequence is CASSQGTGDEQYF. Result: 0 (the TCR does not bind to the epitope). (3) The epitope is QECVRGTTVL. The TCR CDR3 sequence is CASSQEIGLVDSPLHF. Result: 0 (the TCR does not bind to the epitope). (4) The epitope is SFHSLHLLF. The TCR CDR3 sequence is CASTPGGLGQPQHF. Result: 0 (the TCR does not bind to the epitope).